This data is from Cav3 T-type calcium channel HTS with 100,875 compounds. The task is: Binary Classification. Given a drug SMILES string, predict its activity (active/inactive) in a high-throughput screening assay against a specified biological target. The compound is Fc1c(NC(=O)CS(=O)CC(=O)Nc2c(cccc2C)C)ccc(F)c1. The result is 0 (inactive).